From a dataset of Reaction yield outcomes from USPTO patents with 853,638 reactions. Predict the reaction yield, written as a fraction of the theoretical maximum amount of product (1.0 means a 100% yield; for example, 0.34 means a 34% yield). (1) The reactants are [Cl:1][C:2]1[CH:7]=[CH:6][CH:5]=[CH:4][C:3]=1[CH2:8][OH:9].[H-].[Na+].Cl[C:13]1[N:14]=[C:15]([OH:29])[C:16]2[CH:22]=[CH:21][N:20]=[C:19]([C:23]3[N:24]=[CH:25][N:26]([CH3:28])[CH:27]=3)[C:17]=2[N:18]=1. The catalyst is CC(N(C)C)=O. The product is [Cl:1][C:2]1[CH:7]=[CH:6][CH:5]=[CH:4][C:3]=1[CH2:8][O:9][C:13]1[N:14]=[C:15]([OH:29])[C:16]2[CH:22]=[CH:21][N:20]=[C:19]([C:23]3[N:24]=[CH:25][N:26]([CH3:28])[CH:27]=3)[C:17]=2[N:18]=1. The yield is 0.570. (2) The reactants are [I:1][C:2]1[CH:3]=[C:4]([CH:8]=[CH:9][CH:10]=1)[C:5]([OH:7])=[O:6].[CH3:11][C:12](OC(OC(O[C:12]([CH3:14])([CH3:13])[CH3:11])=O)=O)([CH3:14])[CH3:13]. The catalyst is C(Cl)Cl.CN(C1C=CN=CC=1)C. The product is [I:1][C:2]1[CH:3]=[C:4]([CH:8]=[CH:9][CH:10]=1)[C:5]([O:7][C:12]([CH3:14])([CH3:13])[CH3:11])=[O:6]. The yield is 0.650. (3) The reactants are FC(F)(F)C1C=CC(CBr)=CC=1.Br[CH2:14][C:15]1[CH:20]=[CH:19][C:18]([O:21][CH:22]([F:24])[F:23])=[CH:17][CH:16]=1.[CH3:25][C:26]1[N:27]=[C:28]([N:36]2[C:40](=[O:41])[NH:39][N:38]=[CH:37]2)[S:29][C:30]=1[C:31]([O:33][CH2:34][CH3:35])=[O:32]. No catalyst specified. The product is [F:23][CH:22]([F:24])[O:21][C:18]1[CH:19]=[CH:20][C:15]([CH2:14][N:39]2[C:40](=[O:41])[N:36]([C:28]3[S:29][C:30]([C:31]([O:33][CH2:34][CH3:35])=[O:32])=[C:26]([CH3:25])[N:27]=3)[CH:37]=[N:38]2)=[CH:16][CH:17]=1. The yield is 0.790. (4) The reactants are O1CCCCC1[N:7]1[C:15]2[C:10](=[CH:11][C:12]([C:16]3[N:20]=[CH:19][N:18](C(C4C=CC=CC=4)(C4C=CC=CC=4)C4C=CC=CC=4)[N:17]=3)=[CH:13][CH:14]=2)[C:9]([C:40]2[CH:41]=[C:42]([NH:46][C:47]([C:49]3[CH:54]=[CH:53][CH:52]=[CH:51][N:50]=3)=[O:48])[CH:43]=[CH:44][CH:45]=2)=[N:8]1. The catalyst is Cl.O1CCOCC1. The product is [NH:18]1[CH:19]=[N:20][C:16]([C:12]2[CH:11]=[C:10]3[C:15](=[CH:14][CH:13]=2)[NH:7][N:8]=[C:9]3[C:40]2[CH:41]=[C:42]([NH:46][C:47]([C:49]3[CH:54]=[CH:53][CH:52]=[CH:51][N:50]=3)=[O:48])[CH:43]=[CH:44][CH:45]=2)=[N:17]1. The yield is 0.390. (5) The reactants are S(O)(O)(=O)=O.[CH2:6]([N:13]1[CH2:18][CH2:17][N:16]([C:19]([NH2:21])=[NH:20])[CH2:15][CH2:14]1)[C:7]1[CH:12]=[CH:11][CH:10]=[CH:9][CH:8]=1.[CH2:6]([N:13]1[CH2:14][CH2:15][N:16]([C:19]([NH2:21])=[NH:20])[CH2:17][CH2:18]1)[C:7]1[CH:12]=[CH:11][CH:10]=[CH:9][CH:8]=1.C(=O)([O-])[O-].[Na+].[Na+].CN(C)C=O.Br[CH2:50][C:51]([C:53]1[CH:58]=[CH:57][C:56]([F:59])=[C:55]([C:60]([F:63])([F:62])[F:61])[CH:54]=1)=O. The yield is 0.430. The product is [CH2:6]([N:13]1[CH2:14][CH2:15][N:16]([C:19]2[NH:21][C:51]([C:53]3[CH:58]=[CH:57][C:56]([F:59])=[C:55]([C:60]([F:63])([F:61])[F:62])[CH:54]=3)=[CH:50][N:20]=2)[CH2:17][CH2:18]1)[C:7]1[CH:12]=[CH:11][CH:10]=[CH:9][CH:8]=1. The catalyst is CC(C)=O. (6) The reactants are C([O:8][C@H:9]1[CH2:14][CH2:13][CH2:12][CH2:11][C@@H:10]1[N:15]1[CH2:20][CH2:19][C:18]2[N:21]([C:33]3[CH:38]=[CH:37][CH:36]=[CH:35][C:34]=3[Cl:39])[C:22]([C:25]3[CH:30]=[CH:29][C:28]([O:31][CH3:32])=[CH:27][CH:26]=3)=[C:23]([CH3:24])[C:17]=2[C:16]1=[O:40])C1C=CC=CC=1.C(O[C@H]1CCCC[C@@H]1N)C1C=CC=CC=1.ClC1C=CC(C2NC3CCNCC=3C=2)=CC=1.C[Si](I)(C)C. The catalyst is C(Cl)Cl. The product is [Cl:39][C:34]1[CH:35]=[CH:36][CH:37]=[CH:38][C:33]=1[N:21]1[C:18]2[CH2:19][CH2:20][N:15]([C@H:10]3[CH2:11][CH2:12][CH2:13][CH2:14][C@@H:9]3[OH:8])[C:16](=[O:40])[C:17]=2[C:23]([CH3:24])=[C:22]1[C:25]1[CH:26]=[CH:27][C:28]([O:31][CH3:32])=[CH:29][CH:30]=1. The yield is 0.240. (7) The reactants are Br[C:2]1[CH:3]=[C:4]([S:8]([NH:11][C:12]2[CH:17]=[CH:16][CH:15]=[CH:14][CH:13]=2)(=[O:10])=[O:9])[CH:5]=[CH:6][CH:7]=1.C1C=CC=CC=1.C(N(CC)CC)C.[CH2:31]([OH:34])[C:32]#[CH:33]. The catalyst is Cl.C1C=CC([P]([Pd]([P](C2C=CC=CC=2)(C2C=CC=CC=2)C2C=CC=CC=2)([P](C2C=CC=CC=2)(C2C=CC=CC=2)C2C=CC=CC=2)[P](C2C=CC=CC=2)(C2C=CC=CC=2)C2C=CC=CC=2)(C2C=CC=CC=2)C2C=CC=CC=2)=CC=1.[Cu](I)I. The product is [OH:34][CH2:31][C:32]#[C:33][C:2]1[CH:3]=[C:4]([S:8]([NH:11][C:12]2[CH:17]=[CH:16][CH:15]=[CH:14][CH:13]=2)(=[O:10])=[O:9])[CH:5]=[CH:6][CH:7]=1. The yield is 0.640. (8) The reactants are C(OC([N:11]1[CH2:16][CH2:15][CH:14]([NH:17][C:18]([O:20][C:21]([CH3:24])([CH3:23])[CH3:22])=[O:19])[C:13]([CH3:26])([CH3:25])[CH2:12]1)=O)C1C=CC=CC=1.[H][H]. The catalyst is CO.[Pd]. The product is [C:21]([O:20][C:18]([NH:17][CH:14]1[CH2:15][CH2:16][NH:11][CH2:12][C:13]1([CH3:26])[CH3:25])=[O:19])([CH3:24])([CH3:22])[CH3:23]. The yield is 1.00.